Dataset: NCI-60 drug combinations with 297,098 pairs across 59 cell lines. Task: Regression. Given two drug SMILES strings and cell line genomic features, predict the synergy score measuring deviation from expected non-interaction effect. (1) Drug 1: C1CCC(C1)C(CC#N)N2C=C(C=N2)C3=C4C=CNC4=NC=N3. Drug 2: C1=NNC2=C1C(=O)NC=N2. Cell line: MOLT-4. Synergy scores: CSS=8.71, Synergy_ZIP=-4.92, Synergy_Bliss=-2.32, Synergy_Loewe=-2.82, Synergy_HSA=-2.50. (2) Drug 1: C1CC(=O)NC(=O)C1N2CC3=C(C2=O)C=CC=C3N. Drug 2: C1CN1P(=S)(N2CC2)N3CC3. Cell line: SW-620. Synergy scores: CSS=19.5, Synergy_ZIP=-5.36, Synergy_Bliss=-0.288, Synergy_Loewe=-2.21, Synergy_HSA=1.14.